Task: Predict which catalyst facilitates the given reaction.. Dataset: Catalyst prediction with 721,799 reactions and 888 catalyst types from USPTO (1) Reactant: C[Mg]Cl.CON(C)[C:7]([C@@H:9]1[CH2:13][S:12][C:11](=[O:14])[N:10]1[CH2:15][C:16]1[CH:21]=[CH:20][C:19]([O:22][CH3:23])=[CH:18][CH:17]=1)=[O:8].[C:25](O)(=O)CC(CC(O)=O)(C(O)=O)O. Product: [C:7]([C@@H:9]1[CH2:13][S:12][C:11](=[O:14])[N:10]1[CH2:15][C:16]1[CH:17]=[CH:18][C:19]([O:22][CH3:23])=[CH:20][CH:21]=1)(=[O:8])[CH3:25]. The catalyst class is: 20. (2) The catalyst class is: 8. Reactant: [Cl:1][C:2]1[CH:9]=[C:8]([CH2:10][OH:11])[C:7]([O:12][CH3:13])=[CH:6][C:3]=1[C:4]#N.[OH-:14].[Na+].[OH2:16]. Product: [Cl:1][C:2]1[CH:9]=[C:8]([CH2:10][OH:11])[C:7]([O:12][CH3:13])=[CH:6][C:3]=1[C:4]([OH:16])=[O:14].